This data is from Reaction yield outcomes from USPTO patents with 853,638 reactions. The task is: Predict the reaction yield, written as a fraction of the theoretical maximum amount of product (1.0 means a 100% yield; for example, 0.34 means a 34% yield). The reactants are [C:1]([O:5][C:6](=[O:22])[NH:7][CH2:8][CH2:9][C:10](=[C:12]1C(=O)O[C:15](C)([CH3:19])[O:14][C:13]1=[O:21])[OH:11])([CH3:4])([CH3:3])[CH3:2]. The catalyst is C(O)C. The product is [CH2:15]([O:14][C:13](=[O:21])[CH2:12][C:10](=[O:11])[CH2:9][CH2:8][NH:7][C:6]([O:5][C:1]([CH3:3])([CH3:2])[CH3:4])=[O:22])[CH3:19]. The yield is 0.980.